Dataset: Catalyst prediction with 721,799 reactions and 888 catalyst types from USPTO. Task: Predict which catalyst facilitates the given reaction. (1) Reactant: C[O:2][C:3]1[CH:4]=[CH:5][C:6]2[S:10][C:9]([C:11]3[CH:12]=[C:13]([CH:19]=[CH:20][CH:21]=3)[C:14]([O:16][CH2:17][CH3:18])=[O:15])=[CH:8][C:7]=2[CH:22]=1.B(Br)(Br)Br. Product: [OH:2][C:3]1[CH:4]=[CH:5][C:6]2[S:10][C:9]([C:11]3[CH:12]=[C:13]([CH:19]=[CH:20][CH:21]=3)[C:14]([O:16][CH2:17][CH3:18])=[O:15])=[CH:8][C:7]=2[CH:22]=1. The catalyst class is: 4. (2) Reactant: [BH4-].[Na+].[CH2:3]([N:10]1[CH2:26][C:25](=O)[N:13]2[C:14]3[CH:22]=[CH:21][C:20]([O:23][CH3:24])=[CH:19][C:15]=3[CH2:16][CH2:17][CH2:18][CH:12]2[C:11]1=O)[C:4]1[CH:9]=[CH:8][CH:7]=[CH:6][CH:5]=1.B(F)(F)F.Cl.[OH-].[Na+]. Product: [CH2:3]([N:10]1[CH2:26][CH2:25][N:13]2[C:14]3[CH:22]=[CH:21][C:20]([O:23][CH3:24])=[CH:19][C:15]=3[CH2:16][CH2:17][CH2:18][CH:12]2[CH2:11]1)[C:4]1[CH:9]=[CH:8][CH:7]=[CH:6][CH:5]=1. The catalyst class is: 116. (3) Reactant: [C:1]([O:5][CH:6]([C:12]1[C:21]([CH3:22])=[CH:20][C:19]2[C:14](=[CH:15][CH:16]=[CH:17][C:18]=2[C:23]#[C:24][CH2:25][N:26]([CH3:28])[CH3:27])[C:13]=1[C:29]1[CH:34]=[CH:33][C:32]([Cl:35])=[CH:31][CH:30]=1)[C:7]([O:9]CC)=[O:8])([CH3:4])([CH3:3])[CH3:2].[OH-].[Li+]. Product: [C:1]([O:5][CH:6]([C:12]1[C:21]([CH3:22])=[CH:20][C:19]2[C:14](=[CH:15][CH:16]=[CH:17][C:18]=2[C:23]#[C:24][CH2:25][N:26]([CH3:27])[CH3:28])[C:13]=1[C:29]1[CH:30]=[CH:31][C:32]([Cl:35])=[CH:33][CH:34]=1)[C:7]([OH:9])=[O:8])([CH3:4])([CH3:2])[CH3:3]. The catalyst class is: 738. (4) Reactant: [CH3:1][O:2][C:3]1[CH:4]=[C:5]2[C:10](=[CH:11][C:12]=1[O:13][CH3:14])[N:9]=[CH:8][CH:7]=[C:6]2[O:15][C:16]1[CH:22]=[CH:21][C:19]([NH2:20])=[CH:18][CH:17]=1.Cl[C:24](Cl)([O:26][C:27](=[O:33])OC(Cl)(Cl)Cl)Cl.[C:35]1([C:41]2[CH:46]=[CH:45]C(O)=[CH:43][CH:42]=2)[CH:40]=[CH:39][CH:38]=[CH:37][CH:36]=1.C(=O)(O)[O-].[Na+]. Product: [CH3:1][O:2][C:3]1[CH:4]=[C:5]2[C:10](=[CH:11][C:12]=1[O:13][CH3:14])[N:9]=[CH:8][CH:7]=[C:6]2[O:15][C:16]1[CH:22]=[CH:21][C:19]([NH:20][C:27](=[O:33])[O:26][C:24]2[CH:43]=[CH:42][C:41]([C:35]3[CH:40]=[CH:39][CH:38]=[CH:37][CH:36]=3)=[CH:46][CH:45]=2)=[CH:18][CH:17]=1. The catalyst class is: 208. (5) Reactant: [CH:1]1([NH2:11])[C:10]2[C:5](=[CH:6][CH:7]=[CH:8][CH:9]=2)[CH2:4][CH2:3][CH2:2]1.[CH3:12][CH:13]1[S:17](=[O:19])(=[O:18])[O:16][CH2:15][CH2:14]1. Product: [CH:1]1([NH:11][CH2:15][CH2:14][CH:13]([S:17]([OH:19])(=[O:18])=[O:16])[CH3:12])[C:10]2[C:5](=[CH:6][CH:7]=[CH:8][CH:9]=2)[CH2:4][CH2:3][CH2:2]1. The catalyst class is: 131. (6) Reactant: C(=O)([O-])[O-].[Cs+].[Cs+].[Br:7][C:8]1[CH:13]=[CH:12][C:11]([C:14]2[N:19]=[C:18]3[N:20]=[C:21](S(C)(=O)=O)[N:22]([CH2:23][O:24][CH2:25][CH2:26][Si:27]([CH3:30])([CH3:29])[CH3:28])[C:17]3=[CH:16][C:15]=2[Cl:35])=[CH:10][CH:9]=1.[C:36]([Si:40]1([C:50]([CH3:53])([CH3:52])[CH3:51])[O:45][C@H:44]2[C@H:46]([OH:49])[CH2:47][O:48][C@@H:43]2[CH2:42][O:41]1)([CH3:39])([CH3:38])[CH3:37]. Product: [C:50]([Si:40]1([C:36]([CH3:39])([CH3:38])[CH3:37])[O:45][C@H:44]2[C@H:46]([O:49][C:21]3[N:22]([CH2:23][O:24][CH2:25][CH2:26][Si:27]([CH3:30])([CH3:29])[CH3:28])[C:17]4[C:18]([N:20]=3)=[N:19][C:14]([C:11]3[CH:12]=[CH:13][C:8]([Br:7])=[CH:9][CH:10]=3)=[C:15]([Cl:35])[CH:16]=4)[CH2:47][O:48][C@@H:43]2[CH2:42][O:41]1)([CH3:53])([CH3:52])[CH3:51]. The catalyst class is: 3. (7) Reactant: [C:1]([O:5][C:6]([N:8]1[CH2:11][C:10]([F:15])([C:12]([OH:14])=O)[CH2:9]1)=[O:7])([CH3:4])([CH3:3])[CH3:2].C(N1C=CN=C1)(N1C=CN=C1)=O.C(N(CC)CC)C.Cl.[Cl:36][C:37]1[CH:38]=[C:39]2[C:43](=[CH:44][CH:45]=1)[NH:42][C:41]1[CH:46]([CH2:50][CH:51]([CH3:53])[CH3:52])[NH:47][CH2:48][CH2:49][C:40]2=1. Product: [Cl:36][C:37]1[CH:38]=[C:39]2[C:43](=[CH:44][CH:45]=1)[NH:42][C:41]1[CH:46]([CH2:50][CH:51]([CH3:53])[CH3:52])[N:47]([C:12]([C:10]3([F:15])[CH2:9][N:8]([C:6]([O:5][C:1]([CH3:2])([CH3:3])[CH3:4])=[O:7])[CH2:11]3)=[O:14])[CH2:48][CH2:49][C:40]2=1. The catalyst class is: 46.